This data is from Reaction yield outcomes from USPTO patents with 853,638 reactions. The task is: Predict the reaction yield, written as a fraction of the theoretical maximum amount of product (1.0 means a 100% yield; for example, 0.34 means a 34% yield). (1) The reactants are S[C:2]1[N:3]=[C:4]([OH:11])[C:5]2[CH2:10][CH2:9][CH2:8][C:6]=2[N:7]=1.N. The catalyst is O.[Ni]. The product is [N:7]1[C:6]2[CH2:8][CH2:9][CH2:10][C:5]=2[C:4]([OH:11])=[N:3][CH:2]=1. The yield is 0.990. (2) The catalyst is C1COCC1. The reactants are C([O:3][C:4]([C:6]1[CH:7]=[C:8]2[C:12](=[CH:13][C:14]=1[NH:15][C:16]([C:18]1[C:27](=[O:28])[C:26]3[C:21](=[CH:22][CH:23]=[CH:24][CH:25]=3)[NH:20][CH:19]=1)=[O:17])[NH:11][CH:10]=[CH:9]2)=[O:5])C.[OH-].[Na+]. The yield is 0.930. The product is [O:28]=[C:27]1[C:26]2[C:21](=[CH:22][CH:23]=[CH:24][CH:25]=2)[NH:20][CH:19]=[C:18]1[C:16]([NH:15][C:14]1[CH:13]=[C:12]2[C:8]([CH:9]=[CH:10][NH:11]2)=[CH:7][C:6]=1[C:4]([OH:5])=[O:3])=[O:17].